This data is from Full USPTO retrosynthesis dataset with 1.9M reactions from patents (1976-2016). The task is: Predict the reactants needed to synthesize the given product. (1) Given the product [Cl:12][C:13]1[C:21]([C:22]([F:23])([F:24])[F:25])=[CH:20][CH:19]=[CH:18][C:14]=1[C:15]([NH:1][CH2:2][C:3]1[S:4][CH:5]=[CH:6][C:7]=1[CH2:8][N:9]([CH3:11])[CH3:10])=[O:16], predict the reactants needed to synthesize it. The reactants are: [NH2:1][CH2:2][C:3]1[S:4][CH:5]=[CH:6][C:7]=1[CH2:8][N:9]([CH3:11])[CH3:10].[Cl:12][C:13]1[C:21]([C:22]([F:25])([F:24])[F:23])=[CH:20][CH:19]=[CH:18][C:14]=1[C:15](O)=[O:16].BrC1C(Cl)=C(C=CC=1)C(O)=O. (2) Given the product [P:57]([O:34][CH2:33][CH2:32][N:28]1[C:29]2[C:25](=[CH:24][C:23]([O:22][C:16]3[CH:17]=[CH:18][C:19]([F:21])=[CH:20][C:15]=3[CH2:14][NH:13][C:11]([NH:10][C:8]3[N:7]([C:35]4[CH:40]=[CH:39][C:38]([CH3:41])=[CH:37][CH:36]=4)[N:6]=[C:5]([C:1]([CH3:4])([CH3:3])[CH3:2])[CH:9]=3)=[O:12])=[CH:31][CH:30]=2)[CH:26]=[N:27]1)([O:58][C:59]([CH3:60])([CH3:61])[CH3:62])([O:63][C:64]([CH3:65])([CH3:66])[CH3:67])=[O:73], predict the reactants needed to synthesize it. The reactants are: [C:1]([C:5]1[CH:9]=[C:8]([NH:10][C:11]([NH:13][CH2:14][C:15]2[CH:20]=[C:19]([F:21])[CH:18]=[CH:17][C:16]=2[O:22][C:23]2[CH:24]=[C:25]3[C:29](=[CH:30][CH:31]=2)[N:28]([CH2:32][CH2:33][OH:34])[N:27]=[CH:26]3)=[O:12])[N:7]([C:35]2[CH:40]=[CH:39][C:38]([CH3:41])=[CH:37][CH:36]=2)[N:6]=1)([CH3:4])([CH3:3])[CH3:2].N1C=CN=C1.Cl.N1C=CN=C1.C(N(C(C)C)[P:57]([O:63][C:64]([CH3:67])([CH3:66])[CH3:65])[O:58][C:59]([CH3:62])([CH3:61])[CH3:60])(C)C.OO.[O-:73]S([O-])(=S)=O.[Na+].[Na+]. (3) Given the product [NH2:18][C@@H:19]([CH2:23][CH2:24][CH2:25][CH2:26][N:27]([CH2:28][C:29]1[N:30]([CH2:34][C:35]([N:36]([CH2:37][C:38]([O:39][C:40]([CH3:43])([CH3:42])[CH3:41])=[O:44])[CH2:45][C:46](=[O:52])[O:47][C:48]([CH3:51])([CH3:50])[CH3:49])=[O:53])[CH:31]=[CH:32][N:33]=1)[CH2:54][C:55]1[N:56]([CH2:60][C:61](=[O:62])[N:63]([CH2:72][C:73](=[O:74])[O:75][C:76]([CH3:79])([CH3:78])[CH3:77])[CH2:64][C:65](=[O:71])[O:66][C:67]([CH3:69])([CH3:68])[CH3:70])[CH:57]=[CH:58][N:59]=1)[C:20]([OH:22])=[O:21], predict the reactants needed to synthesize it. The reactants are: C1C2C(COC([NH:18][CH:19]([CH2:23][CH2:24][CH2:25][CH2:26][N:27]([CH2:54][C:55]3[N:56]([CH2:60][C:61]([N:63]([CH2:72][C:73]([O:75][C:76]([CH3:79])([CH3:78])[CH3:77])=[O:74])[CH2:64][C:65](=[O:71])[O:66][C:67]([CH3:70])([CH3:69])[CH3:68])=[O:62])[CH:57]=[CH:58][N:59]=3)[CH2:28][C:29]3[N:30]([CH2:34][C:35](=[O:53])[N:36]([CH2:45][C:46](=[O:52])[O:47][C:48]([CH3:51])([CH3:50])[CH3:49])[CH2:37][C:38](=[O:44])[O:39][C:40]([CH3:43])([CH3:42])[CH3:41])[CH:31]=[CH:32][N:33]=3)[C:20]([OH:22])=[O:21])=O)C3C(=CC=CC=3)C=2C=CC=1.N1CCCCC1. (4) Given the product [CH2:34]([CH:26]([CH:27]([CH2:31][CH2:32][CH3:33])[C:28]([NH2:30])=[O:29])[C:25]([NH:24][CH:15]1[CH:14]2[C:13](=[O:39])[CH2:12][CH:11]([C:9](=[O:10])[NH:8][CH2:1][C:2]3[CH:3]=[CH:4][C:5]([O:41][CH3:40])=[CH:6][CH:7]=3)[CH2:23][N:21]3[C:22]2=[C:18]([CH:19]=[CH:20]3)[CH2:17][CH2:16]1)=[O:38])[CH:35]([CH3:36])[CH3:37], predict the reactants needed to synthesize it. The reactants are: [CH2:1]([NH:8][C:9]([CH:11]1[CH2:23][N:21]2[C:22]3[CH:14]([CH:15]([NH:24][C:25](=[O:38])[CH:26]([CH2:34][CH:35]([CH3:37])[CH3:36])[CH:27]([CH2:31][CH2:32][CH3:33])[C:28]([NH2:30])=[O:29])[CH2:16][CH2:17][C:18]=3[CH:19]=[CH:20]2)[C:13](=[O:39])[CH2:12]1)=[O:10])[C:2]1[CH:7]=[CH:6][CH:5]=[CH:4][CH:3]=1.[CH3:40][O:41]C1C=CC(CN)=CC=1. (5) Given the product [CH2:16]([Si:15]([O:14][Si:15]([CH2:2][CH3:8])([CH2:18][CH3:19])[CH2:16][CH3:17])([CH2:20][CH3:21])[CH2:18][CH3:19])[CH3:17], predict the reactants needed to synthesize it. The reactants are: N1C(C)=CC=C[C:2]=1[CH3:8].FC(F)(F)S([O:14][Si:15]([CH2:20][CH3:21])([CH2:18][CH3:19])[CH2:16][CH3:17])(=O)=O. (6) Given the product [CH2:1]([N:8]1[C:16]2[CH:15]=[CH:14][N:13]=[C:12]([N:18]3[CH2:23][CH2:22][NH:21][CH2:20][CH2:19]3)[C:11]=2[CH:10]=[CH:9]1)[C:2]1[CH:7]=[CH:6][CH:5]=[CH:4][CH:3]=1, predict the reactants needed to synthesize it. The reactants are: [CH2:1]([N:8]1[C:16]2[CH:15]=[CH:14][N:13]=[C:12](Br)[C:11]=2[CH:10]=[CH:9]1)[C:2]1[CH:7]=[CH:6][CH:5]=[CH:4][CH:3]=1.[NH:18]1[CH2:23][CH2:22][NH:21][CH2:20][CH2:19]1.